Dataset: Peptide-MHC class I binding affinity with 185,985 pairs from IEDB/IMGT. Task: Regression. Given a peptide amino acid sequence and an MHC pseudo amino acid sequence, predict their binding affinity value. This is MHC class I binding data. The peptide sequence is SWLMWFIISI. The MHC is HLA-A30:02 with pseudo-sequence HLA-A30:02. The binding affinity (normalized) is 0.